Dataset: Forward reaction prediction with 1.9M reactions from USPTO patents (1976-2016). Task: Predict the product of the given reaction. (1) Given the reactants [CH:1]1([CH2:4][OH:5])[CH2:3][CH2:2]1.[H-].[Na+].[F:8][C:9]1[CH:10]=[C:11]([CH:15]=[C:16]([F:19])[C:17]=1F)[C:12]([OH:14])=[O:13].Cl, predict the reaction product. The product is: [CH:1]1([CH2:4][O:5][C:17]2[C:16]([F:19])=[CH:15][C:11]([C:12]([OH:14])=[O:13])=[CH:10][C:9]=2[F:8])[CH2:3][CH2:2]1. (2) Given the reactants BrC(Br)C.[CH:5]1([N:8]2[CH2:13][CH2:12][C:11]([S:21]([C:24]3[CH:29]=[CH:28][C:27]([C:30]4[CH:35]=[CH:34][C:33]([O:36][C:37]([F:42])([F:41])[CH:38]([F:40])[F:39])=[CH:32][CH:31]=4)=[CH:26][CH:25]=3)(=[O:23])=[O:22])([C:14]([O:16]C(C)(C)C)=O)[CH2:10][CH2:9]2)[CH2:7][CH2:6]1.CC(N(C)C)=O.[O:49]1[CH2:54][CH2:53][CH2:52][CH2:51][CH:50]1[O:55][NH:56]C(C1(S(C2C=CC(C3C=NC(CCCC(F)(F)F)=CN=3)=CC=2)(=O)=O)CCOCC1)=O, predict the reaction product. The product is: [CH:5]1([N:8]2[CH2:13][CH2:12][C:11]([S:21]([C:24]3[CH:25]=[CH:26][C:27]([C:30]4[CH:31]=[CH:32][C:33]([O:36][C:37]([F:41])([F:42])[CH:38]([F:40])[F:39])=[CH:34][CH:35]=4)=[CH:28][CH:29]=3)(=[O:22])=[O:23])([C:14]([NH:56][O:55][CH:50]3[CH2:51][CH2:52][CH2:53][CH2:54][O:49]3)=[O:16])[CH2:10][CH2:9]2)[CH2:7][CH2:6]1. (3) The product is: [C:1]([C:5]1[CH:6]=[C:7]2[C:12](=[C:13]([F:15])[CH:14]=1)[C:11](=[O:16])[N:10]([C:17]1[CH:27]=[CH:26][CH:25]=[C:24]([C:28]3[N:29]=[C:30]([NH:37][C:38]4[CH:43]=[CH:42][C:41]([CH:44]5[CH2:49][CH2:48][N:47]([CH3:50])[CH2:46][CH2:45]5)=[CH:40][CH:39]=4)[C:31]4[N:32]([CH:34]=[CH:35][N:36]=4)[CH:33]=3)[C:18]=1[CH2:19][OH:20])[N:9]=[CH:8]2)([CH3:4])([CH3:2])[CH3:3]. Given the reactants [C:1]([C:5]1[CH:6]=[C:7]2[C:12](=[C:13]([F:15])[CH:14]=1)[C:11](=[O:16])[N:10]([C:17]1[CH:27]=[CH:26][CH:25]=[C:24]([C:28]3[N:29]=[C:30]([NH:37][C:38]4[CH:43]=[CH:42][C:41]([CH:44]5[CH2:49][CH2:48][N:47]([CH3:50])[CH2:46][CH2:45]5)=[CH:40][CH:39]=4)[C:31]4[N:32]([CH:34]=[CH:35][N:36]=4)[CH:33]=3)[C:18]=1[CH2:19][O:20]C(=O)C)[N:9]=[CH:8]2)([CH3:4])([CH3:3])[CH3:2].C([O-])([O-])=O.[K+].[K+], predict the reaction product. (4) Given the reactants [Cl:1][C:2]1[C:3]([C:20]2[N:24]3[CH:25]=[CH:26][CH:27]=[CH:28][C:23]3=[N:22][CH:21]=2)=[N:4][C:5]([NH:8][C:9]2[CH:17]=[CH:16][C:12]([C:13](O)=[O:14])=[CH:11][C:10]=2[O:18][CH3:19])=[N:6][CH:7]=1.[CH3:29][NH:30][CH2:31][CH2:32][OH:33], predict the reaction product. The product is: [Cl:1][C:2]1[C:3]([C:20]2[N:24]3[CH:25]=[CH:26][CH:27]=[CH:28][C:23]3=[N:22][CH:21]=2)=[N:4][C:5]([NH:8][C:9]2[CH:17]=[CH:16][C:12]([C:13]([N:30]([CH2:31][CH2:32][OH:33])[CH3:29])=[O:14])=[CH:11][C:10]=2[O:18][CH3:19])=[N:6][CH:7]=1. (5) Given the reactants [Cl:1][C:2]1[CH:3]=[C:4]([N+:16]([O-])=O)[C:5]([C:8]([C:10]2[CH:11]=[N:12][CH:13]=[CH:14][CH:15]=2)=[O:9])=[N:6][CH:7]=1.Cl[Sn]Cl, predict the reaction product. The product is: [NH2:16][C:4]1[C:5]([C:8]([C:10]2[CH:11]=[N:12][CH:13]=[CH:14][CH:15]=2)=[O:9])=[N:6][CH:7]=[C:2]([Cl:1])[CH:3]=1. (6) Given the reactants [Br:1][C:2]1[CH:7]=[CH:6][C:5]([CH:8]([CH2:11][CH2:12][CH:13]=[CH2:14])[CH2:9][OH:10])=[CH:4][CH:3]=1.[C:15]([O:19][CH2:20][C:21]1[CH:26]=[CH:25][CH:24]=[CH:23][CH:22]=1)(=[O:18])C=C, predict the reaction product. The product is: [Br:1][C:2]1[CH:3]=[CH:4][C:5]([CH:8]([CH2:9][OH:10])[CH2:11][CH2:12][CH:13]=[CH:14][C:15]([O:19][CH2:20][C:21]2[CH:26]=[CH:25][CH:24]=[CH:23][CH:22]=2)=[O:18])=[CH:6][CH:7]=1. (7) Given the reactants [CH3:1][C:2]([CH:17]1[CH2:22][CH2:21][NH:20][CH2:19][CH2:18]1)([S:4]([C:7]1[CH:12]=[CH:11][CH:10]=[C:9]([C:13]([F:16])([F:15])[F:14])[CH:8]=1)(=[O:6])=[O:5])[CH3:3].[C:23](O)(=[O:30])[C:24]1[CH:29]=[CH:28][CH:27]=[CH:26][CH:25]=1.CN([P+](ON1N=NC2C=CC=CC1=2)(N(C)C)N(C)C)C.F[P-](F)(F)(F)(F)F.C(N(C(C)C)CC)(C)C, predict the reaction product. The product is: [C:23]([N:20]1[CH2:21][CH2:22][CH:17]([C:2]([CH3:1])([S:4]([C:7]2[CH:12]=[CH:11][CH:10]=[C:9]([C:13]([F:14])([F:16])[F:15])[CH:8]=2)(=[O:5])=[O:6])[CH3:3])[CH2:18][CH2:19]1)(=[O:30])[C:24]1[CH:29]=[CH:28][CH:27]=[CH:26][CH:25]=1. (8) Given the reactants [CH2:1]([N:8]([CH2:15][C:16]1[C:21](Cl)=[N:20][C:19]([N:23]2[CH2:27][CH2:26][CH2:25][CH:24]2[CH2:28][O:29][CH3:30])=[CH:18][N:17]=1)[CH2:9][C@@H:10]([OH:14])[CH2:11][O:12][CH3:13])[C:2]1[CH:7]=[CH:6][CH:5]=[CH:4][CH:3]=1.CC(C)([O-])C.[K+].O, predict the reaction product. The product is: [CH2:1]([N:8]1[CH2:15][C:16]2[N:17]=[CH:18][C:19]([N:23]3[CH2:27][CH2:26][CH2:25][CH:24]3[CH2:28][O:29][CH3:30])=[N:20][C:21]=2[O:14][C@@H:10]([CH2:11][O:12][CH3:13])[CH2:9]1)[C:2]1[CH:7]=[CH:6][CH:5]=[CH:4][CH:3]=1. (9) Given the reactants [F:1][C:2]1[CH:7]=[CH:6][C:5]([O:8][C:9](=[O:25])[N:10]([C@@H:12]2[C@@H:16]([C:17]3[CH:22]=[CH:21][C:20]([Cl:23])=[C:19]([Cl:24])[CH:18]=3)[CH2:15][NH:14][CH2:13]2)[CH3:11])=[CH:4][CH:3]=1.[N:26]1([C:32](Cl)=[O:33])[CH2:31][CH2:30][O:29][CH2:28][CH2:27]1, predict the reaction product. The product is: [F:1][C:2]1[CH:7]=[CH:6][C:5]([O:8][C:9](=[O:25])[N:10]([C@@H:12]2[C@@H:16]([C:17]3[CH:22]=[CH:21][C:20]([Cl:23])=[C:19]([Cl:24])[CH:18]=3)[CH2:15][N:14]([C:32]([N:26]3[CH2:31][CH2:30][O:29][CH2:28][CH2:27]3)=[O:33])[CH2:13]2)[CH3:11])=[CH:4][CH:3]=1.